From a dataset of Reaction yield outcomes from USPTO patents with 853,638 reactions. Predict the reaction yield, written as a fraction of the theoretical maximum amount of product (1.0 means a 100% yield; for example, 0.34 means a 34% yield). The product is [CH3:13][O:14][C:15]1[CH:16]=[C:17]([CH:46]=[CH:47][C:48]=1[O:49][CH3:50])[O:18][C:19]1[C:24](=[O:25])[N:23]([CH2:26][C:27]2[CH:28]=[CH:29][C:30]([C:33]3[CH:38]=[CH:37][CH:36]=[CH:35][C:34]=3[C:39]3[NH:3][C:4](=[O:7])[O:5][N:40]=3)=[CH:31][CH:32]=2)[C:22]([CH2:41][CH2:42][CH3:43])=[N:21][C:20]=1[CH2:44][CH3:45]. The yield is 0.770. The catalyst is C(OCC)(=O)C. The reactants are [Cl-].O[NH3+:3].[C:4](=[O:7])([O-])[OH:5].[Na+].CS(C)=O.[CH3:13][O:14][C:15]1[CH:16]=[C:17]([CH:46]=[CH:47][C:48]=1[O:49][CH3:50])[O:18][C:19]1[C:24](=[O:25])[N:23]([CH2:26][C:27]2[CH:32]=[CH:31][C:30]([C:33]3[C:34]([C:39]#[N:40])=[CH:35][CH:36]=[CH:37][CH:38]=3)=[CH:29][CH:28]=2)[C:22]([CH2:41][CH2:42][CH3:43])=[N:21][C:20]=1[CH2:44][CH3:45].